This data is from Forward reaction prediction with 1.9M reactions from USPTO patents (1976-2016). The task is: Predict the product of the given reaction. (1) Given the reactants C[O:2][C:3]([C:5]1[N:10]=[C:9]2[CH:11]=[C:12]([CH2:14][C:15]([OH:34])([C:30]([F:33])([F:32])[F:31])[CH2:16][C:17]([C:20]3[C:28]4[O:27][CH2:26][CH2:25][C:24]=4[CH:23]=[C:22]([Cl:29])[CH:21]=3)([CH3:19])[CH3:18])[NH:13][C:8]2=[CH:7][CH:6]=1)=[O:4].O.[OH-].[Li+], predict the reaction product. The product is: [Cl:29][C:22]1[CH:21]=[C:20]([C:17]([CH3:19])([CH3:18])[CH2:16][C:15]([OH:34])([C:30]([F:33])([F:31])[F:32])[CH2:14][C:12]2[NH:13][C:8]3[C:9](=[N:10][C:5]([C:3]([OH:4])=[O:2])=[CH:6][CH:7]=3)[CH:11]=2)[C:28]2[O:27][CH2:26][CH2:25][C:24]=2[CH:23]=1. (2) Given the reactants Cl[C:2]1[N:7]=[C:6]2[NH:8][N:9]=[C:10]([C:11]3[CH:16]=[CH:15][CH:14]=[CH:13][CH:12]=3)[C:5]2=[CH:4][N:3]=1.FC(F)(F)C(O)=O.[CH3:24][S:25]([N:28]1[CH2:33][CH2:32][CH:31]([NH2:34])[CH2:30][CH2:29]1)(=[O:27])=[O:26], predict the reaction product. The product is: [CH3:24][S:25]([N:28]1[CH2:29][CH2:30][CH:31]([NH:34][C:2]2[N:7]=[C:6]3[NH:8][N:9]=[C:10]([C:11]4[CH:16]=[CH:15][CH:14]=[CH:13][CH:12]=4)[C:5]3=[CH:4][N:3]=2)[CH2:32][CH2:33]1)(=[O:27])=[O:26]. (3) Given the reactants CCCCCCC.C(OCCCC)CCC.Br[C:18]1[CH:19]=[C:20]([C:24]#[C:25][Si:26]([CH3:29])([CH3:28])[CH3:27])[CH:21]=[CH:22][CH:23]=1.[CH3:30][C:31]([CH3:65])([CH3:64])[C:32]([O:34][CH2:35][C@@H:36]1[C@@H:41]([O:42][C:43](=[O:48])[C:44]([CH3:47])([CH3:46])[CH3:45])[C@H:40]([O:49][C:50](=[O:55])[C:51]([CH3:54])([CH3:53])[CH3:52])[C@H:39]([O:56][C:57](=[O:62])[C:58]([CH3:61])([CH3:60])[CH3:59])[C@@H:38](Br)[O:37]1)=[O:33].Cl, predict the reaction product. The product is: [CH3:30][C:31]([CH3:65])([CH3:64])[C:32]([O:34][CH2:35][C@@H:36]1[C@@H:41]([O:42][C:43](=[O:48])[C:44]([CH3:45])([CH3:46])[CH3:47])[C@H:40]([O:49][C:50](=[O:55])[C:51]([CH3:53])([CH3:52])[CH3:54])[C@H:39]([O:56][C:57](=[O:62])[C:58]([CH3:61])([CH3:60])[CH3:59])[C@@H:38]([C:18]2[CH:23]=[CH:22][CH:21]=[C:20]([C:24]#[C:25][Si:26]([CH3:29])([CH3:28])[CH3:27])[CH:19]=2)[O:37]1)=[O:33]. (4) Given the reactants C([O:3][C:4](=O)[C:5]([CH3:22])([CH3:21])[CH2:6][N:7]([C:13]1[C:18]([NH2:19])=[CH:17][N:16]=[C:15]([Cl:20])[N:14]=1)[CH:8]1[CH2:12][CH2:11][CH2:10][CH2:9]1)C, predict the reaction product. The product is: [Cl:20][C:15]1[N:16]=[CH:17][C:18]2[NH:19][C:4](=[O:3])[C:5]([CH3:22])([CH3:21])[CH2:6][N:7]([CH:8]3[CH2:12][CH2:11][CH2:10][CH2:9]3)[C:13]=2[N:14]=1. (5) Given the reactants [N+:1]([C:4]1[CH:9]=[CH:8][CH:7]=[CH:6][C:5]=1[CH2:10][CH2:11][NH:12][CH:13]1[CH2:18][CH2:17][N:16]([C:19]([O:21][C:22]([CH3:25])([CH3:24])[CH3:23])=[O:20])[CH2:15][CH2:14]1)([O-])=O.[H][H], predict the reaction product. The product is: [NH2:1][C:4]1[CH:9]=[CH:8][CH:7]=[CH:6][C:5]=1[CH2:10][CH2:11][NH:12][CH:13]1[CH2:18][CH2:17][N:16]([C:19]([O:21][C:22]([CH3:25])([CH3:24])[CH3:23])=[O:20])[CH2:15][CH2:14]1. (6) Given the reactants [Br:1][C:2]1[N:7]=[C:6]([CH2:8][OH:9])[CH:5]=[CH:4][C:3]=1[O:10][CH3:11], predict the reaction product. The product is: [Br:1][C:2]1[N:7]=[C:6]([CH:8]=[O:9])[CH:5]=[CH:4][C:3]=1[O:10][CH3:11].